From a dataset of Forward reaction prediction with 1.9M reactions from USPTO patents (1976-2016). Predict the product of the given reaction. (1) Given the reactants ClCCl.[CH3:4][C:5]1([CH3:38])[C:17]2[NH:16][C:15]3[C:10](=[CH:11][CH:12]=[C:13]([C:18]#[N:19])[CH:14]=3)[C:9]=2[C:8](=[O:20])[C:7]2[CH:21]=[CH:22][C:23]([O:25][CH:26]3[CH2:31][O:30]C(C4C=CC=CC=4)[O:28][CH2:27]3)=[CH:24][C:6]1=2, predict the reaction product. The product is: [OH:30][CH2:31][CH:26]([CH2:27][OH:28])[O:25][C:23]1[CH:22]=[CH:21][C:7]2[C:8](=[O:20])[C:9]3[C:10]4[C:15](=[CH:14][C:13]([C:18]#[N:19])=[CH:12][CH:11]=4)[NH:16][C:17]=3[C:5]([CH3:4])([CH3:38])[C:6]=2[CH:24]=1. (2) Given the reactants [CH3:1][O:2][C:3]([C:5]1[C:9]([NH:10][C:11](=[O:41])[C:12]2[CH:17]=[CH:16][CH:15]=[C:14]([CH2:18][N:19]3[C:24](=[O:25])[CH:23]=[CH:22][C:21]([C:26]4[CH:27]=[N:28][N:29]([CH2:31][CH2:32][NH:33]C(OC(C)(C)C)=O)[CH:30]=4)=[N:20]3)[CH:13]=2)=[CH:8][N:7]([CH3:42])[N:6]=1)=[O:4].Cl.O1CCOCC1, predict the reaction product. The product is: [CH3:1][O:2][C:3]([C:5]1[C:9]([NH:10][C:11](=[O:41])[C:12]2[CH:17]=[CH:16][CH:15]=[C:14]([CH2:18][N:19]3[C:24](=[O:25])[CH:23]=[CH:22][C:21]([C:26]4[CH:27]=[N:28][N:29]([CH2:31][CH2:32][NH2:33])[CH:30]=4)=[N:20]3)[CH:13]=2)=[CH:8][N:7]([CH3:42])[N:6]=1)=[O:4]. (3) Given the reactants [C:1]1([CH3:11])[CH:6]=[CH:5][C:4]([S:7](Cl)(=[O:9])=[O:8])=[CH:3][CH:2]=1.C1(C)C=CC=CC=1.[OH-].[Na+].[CH2:21]([C:23]1([CH2:27][OH:28])[CH2:26][O:25][CH2:24]1)[CH3:22], predict the reaction product. The product is: [CH2:21]([C:23]1([CH2:27][O:28][S:7]([C:4]2[CH:5]=[CH:6][C:1]([CH3:11])=[CH:2][CH:3]=2)(=[O:9])=[O:8])[CH2:26][O:25][CH2:24]1)[CH3:22]. (4) Given the reactants [F:1][C:2]([F:27])([F:26])[C:3]([N:5]1[CH2:10][CH2:9][CH2:8][C@@H:7]2[C:11]3[CH:12]=[C:13](OS(C(F)(F)F)(=O)=O)[CH:14]=[CH:15][C:16]=3[CH2:17][C@H:6]12)=[O:4].[CH3:28][N:29]1[CH:33]=[C:32](B(O)O)[CH:31]=[N:30]1, predict the reaction product. The product is: [F:1][C:2]([F:27])([F:26])[C:3]([N:5]1[CH2:10][CH2:9][CH2:8][C@@H:7]2[C:11]3[CH:12]=[C:13]([C:32]4[CH:31]=[N:30][N:29]([CH3:28])[CH:33]=4)[CH:14]=[CH:15][C:16]=3[CH2:17][C@H:6]12)=[O:4]. (5) Given the reactants C(Cl)CCl.C1C=[CH:7][C:8]2N(O)N=N[C:9]=2[CH:10]=1.C1(C(O)=O)CC1.[NH:21]([C:23]1[N:32]=[CH:31][CH:30]=[C:29]2[C:24]=1[CH:25]=[C:26]([C:51]1[CH:56]=[CH:55][CH:54]=[CH:53][CH:52]=1)[C:27]([C:33]1[CH:38]=[CH:37][C:36]([C:39]3([NH:43][C:44](=[O:50])[O:45][C:46]([CH3:49])([CH3:48])[CH3:47])[CH2:42][CH2:41][CH2:40]3)=[CH:35][CH:34]=1)=[N:28]2)[NH2:22].C(O)(=O)C, predict the reaction product. The product is: [CH:9]1([C:10]2[N:32]3[C:23]([C:24]4[CH:25]=[C:26]([C:51]5[CH:52]=[CH:53][CH:54]=[CH:55][CH:56]=5)[C:27]([C:33]5[CH:38]=[CH:37][C:36]([C:39]6([NH:43][C:44](=[O:50])[O:45][C:46]([CH3:49])([CH3:48])[CH3:47])[CH2:42][CH2:41][CH2:40]6)=[CH:35][CH:34]=5)=[N:28][C:29]=4[CH:30]=[CH:31]3)=[N:21][N:22]=2)[CH2:7][CH2:8]1. (6) Given the reactants [Cl:1][C:2]1[CH:3]=[C:4]([C:23]2[CH:28]=[CH:27][C:26]([C:29]([N:31]3[CH2:36][CH2:35][CH:34]([C:37]([F:40])([F:39])[F:38])[CH2:33][CH2:32]3)=[O:30])=[CH:25][CH:24]=2)[CH:5]=[C:6]([Cl:22])[C:7]=1[CH2:8][C@@H:9]1[CH2:13][CH2:12][N:11]([C@H:14]2[CH2:19][CH2:18][C@H:17]([OH:20])[CH2:16][CH2:15]2)[C:10]1=[O:21].C(N(CC)CC)C.[CH3:48][S:49](Cl)(=[O:51])=[O:50], predict the reaction product. The product is: [Cl:22][C:6]1[CH:5]=[C:4]([C:23]2[CH:28]=[CH:27][C:26]([C:29]([N:31]3[CH2:36][CH2:35][CH:34]([C:37]([F:38])([F:40])[F:39])[CH2:33][CH2:32]3)=[O:30])=[CH:25][CH:24]=2)[CH:3]=[C:2]([Cl:1])[C:7]=1[CH2:8][C@@H:9]1[CH2:13][CH2:12][N:11]([C@H:14]2[CH2:19][CH2:18][C@H:17]([O:20][S:49]([CH3:48])(=[O:51])=[O:50])[CH2:16][CH2:15]2)[C:10]1=[O:21].